From a dataset of Full USPTO retrosynthesis dataset with 1.9M reactions from patents (1976-2016). Predict the reactants needed to synthesize the given product. (1) Given the product [F:4][C:2]([C:5]1[N:9]([CH2:10][CH:11]2[CH2:12][CH2:13][O:14][CH2:15][CH2:16]2)[C:8]2[CH:17]=[CH:18][C:19]([NH2:21])=[CH:20][C:7]=2[N:6]=1)([F:1])[CH3:3], predict the reactants needed to synthesize it. The reactants are: [F:1][C:2]([C:5]1[N:9]([CH2:10][CH:11]2[CH2:16][CH2:15][O:14][CH2:13][CH2:12]2)[C:8]2[CH:17]=[CH:18][C:19]([NH:21]C(=O)C)=[CH:20][C:7]=2[N:6]=1)([F:4])[CH3:3].[OH-].[Na+].CO. (2) Given the product [ClH:19].[ClH:19].[ClH:19].[NH2:45][C@H:50]1[CH2:49][CH2:26][N:25]([C@@H:5]([CH2:42][C:31]2[N:30]=[CH:29][N:33]3[C:34]4[C:39](=[CH:38][CH:37]=[CH:36][CH:35]=4)[CH2:40][CH2:41][C:32]=23)[C:6]([OH:8])=[O:7])[CH2:27]1, predict the reactants needed to synthesize it. The reactants are: [C:6]([O:8][CH:5](P(OCC)(OCC)=O)[C:6]([O:8]CC)=[O:7])(=[O:7])[CH3:5].[Cl-:19].[Li+].CN(C)C([N:25]([CH3:27])[CH3:26])=N.[CH:29]1[N:33]2[C:34]3[C:39]([CH2:40][CH2:41][C:32]2=[C:31]([CH:42]=O)[N:30]=1)=[CH:38][CH:37]=[CH:36][CH:35]=3.[Cl-].[NH4+:45].O1[CH2:50][CH2:49]CC1. (3) Given the product [Cl:1][C:2]1[CH:7]=[C:6]([CH:5]=[CH:4][C:3]=1[C:11]1[CH:12]=[N:13][CH:14]=[CH:15][C:16]=1[CH3:17])[NH2:8], predict the reactants needed to synthesize it. The reactants are: [Cl:1][C:2]1[CH:7]=[C:6]([N+:8]([O-])=O)[CH:5]=[CH:4][C:3]=1[C:11]1[CH:12]=[N:13][CH:14]=[CH:15][C:16]=1[CH3:17]. (4) Given the product [C:55]([C:54]1[CH:57]=[C:58]([C:61]2[O:65][N:64]=[C:63]([C:66]3[CH:76]=[CH:75][C:69]4[CH2:70][CH2:71][N:72]([C:11](=[O:13])[C:9]([NH:8][C:6](=[O:7])[O:5][C:2]([CH3:1])([CH3:3])[CH3:4])([CH3:10])[CH3:14])[CH2:73][CH2:74][C:68]=4[CH:67]=3)[N:62]=2)[CH:59]=[CH:60][C:53]=1[O:52][CH:50]([CH3:51])[CH3:49])#[N:56], predict the reactants needed to synthesize it. The reactants are: [CH3:1][C:2]([O:5][C:6]([NH:8][C:9]([CH3:14])([C:11]([OH:13])=O)[CH3:10])=[O:7])([CH3:4])[CH3:3].CN(C(ON1N=NC2C=CC=NC1=2)=[N+](C)C)C.F[P-](F)(F)(F)(F)F.CCN(C(C)C)C(C)C.Cl.[CH3:49][CH:50]([O:52][C:53]1[CH:60]=[CH:59][C:58]([C:61]2[O:65][N:64]=[C:63]([C:66]3[CH:76]=[CH:75][C:69]4[CH2:70][CH2:71][NH:72][CH2:73][CH2:74][C:68]=4[CH:67]=3)[N:62]=2)=[CH:57][C:54]=1[C:55]#[N:56])[CH3:51]. (5) Given the product [CH3:1][N:2]1[C:6]2[CH:7]=[C:8]([O:11][CH2:13][C:14]([O:16][CH2:17][CH3:18])=[O:15])[CH:9]=[CH:10][C:5]=2[N:4]=[CH:3]1, predict the reactants needed to synthesize it. The reactants are: [CH3:1][N:2]1[C:6]2[CH:7]=[C:8]([OH:11])[CH:9]=[CH:10][C:5]=2[N:4]=[CH:3]1.Br[CH2:13][C:14]([O:16][CH2:17][CH3:18])=[O:15].C([O-])([O-])=O.[K+].[K+].C(Cl)Cl.